From a dataset of Full USPTO retrosynthesis dataset with 1.9M reactions from patents (1976-2016). Predict the reactants needed to synthesize the given product. (1) Given the product [Cl:10][C:8]1[C:7]([CH3:11])=[C:6]([CH:12]2[CH2:13][CH:14]([OH:16])[CH2:15]2)[C:5]([O:17][CH3:18])=[C:4]([CH:1]([OH:3])[CH3:2])[CH:9]=1, predict the reactants needed to synthesize it. The reactants are: [C:1]([C:4]1[C:5]([O:17][CH3:18])=[C:6]([CH:12]2[CH2:15][C:14](=[O:16])[CH2:13]2)[C:7]([CH3:11])=[C:8]([Cl:10])[CH:9]=1)(=[O:3])[CH3:2].[BH4-].[Na+]. (2) Given the product [C:28]([O:27][C:25]([CH:23]1[CH2:22][N:21]([C:19]2[NH:20][C:11](=[O:13])[C:5]([C:6]([O:8][CH2:9][CH3:10])=[O:7])=[CH:4][C:18]=2[C:16]#[N:17])[CH2:24]1)=[O:26])([CH3:31])([CH3:29])[CH3:30], predict the reactants needed to synthesize it. The reactants are: C(O[CH:4]=[C:5]([C:11]([O:13]CC)=O)[C:6]([O:8][CH2:9][CH3:10])=[O:7])C.[C:16]([CH2:18][C:19]([N:21]1[CH2:24][CH:23]([C:25]([O:27][C:28]([CH3:31])([CH3:30])[CH3:29])=[O:26])[CH2:22]1)=[NH:20])#[N:17].